This data is from Full USPTO retrosynthesis dataset with 1.9M reactions from patents (1976-2016). The task is: Predict the reactants needed to synthesize the given product. (1) Given the product [S:29]1[C:30]2[CH:36]=[CH:35][CH:34]=[CH:33][C:31]=2[N:32]=[C:28]1[CH:19]([O:20][CH:21]1[CH2:22][CH2:23][N:24]([CH3:27])[CH2:25][CH2:26]1)[C:15]1[CH:14]=[C:13]([N:10]2[CH2:11][CH2:12][CH:8]([NH2:7])[CH2:9]2)[CH:18]=[CH:17][CH:16]=1, predict the reactants needed to synthesize it. The reactants are: C(OC(=O)[NH:7][CH:8]1[CH2:12][CH2:11][N:10]([C:13]2[CH:18]=[CH:17][CH:16]=[C:15]([CH:19]([C:28]3[S:29][C:30]4[CH:36]=[CH:35][CH:34]=[CH:33][C:31]=4[N:32]=3)[O:20][CH:21]3[CH2:26][CH2:25][N:24]([CH3:27])[CH2:23][CH2:22]3)[CH:14]=2)[CH2:9]1)(C)(C)C. (2) The reactants are: C[C:2]1[C:11]([N+:12]([O-])=O)=[CH:10][C:9]2[CH2:8][CH:7]([NH:15][CH2:16][CH2:17][C:18]3[CH:23]=[CH:22][CH:21]=[CH:20][CH:19]=3)[CH2:6][CH2:5][C:4]=2[N:3]=1.[H][H].[CH3:26]CO. Given the product [CH3:26][N:15]([CH2:16][CH2:17][C:18]1[CH:19]=[CH:20][CH:21]=[CH:22][CH:23]=1)[CH:7]1[CH2:6][CH2:5][C:4]2[N:3]=[CH:2][C:11]([NH2:12])=[CH:10][C:9]=2[CH2:8]1, predict the reactants needed to synthesize it. (3) Given the product [NH2:1][C:2]1[C:11]2[CH:10]=[CH:9][C:8]([F:12])=[C:7]([C:23]3[CH:24]=[C:25]([O:28][CH3:29])[CH:26]=[CH:27][C:22]=3[F:21])[C:6]=2[N:5]=[C:4]2[CH2:14][N:15]([CH:18]3[CH2:20][CH2:19]3)[C:16](=[O:17])[C:3]=12, predict the reactants needed to synthesize it. The reactants are: [NH2:1][C:2]1[C:11]2[CH:10]=[CH:9][C:8]([F:12])=[C:7](Br)[C:6]=2[N:5]=[C:4]2[CH2:14][N:15]([CH:18]3[CH2:20][CH2:19]3)[C:16](=[O:17])[C:3]=12.[F:21][C:22]1[CH:27]=[CH:26][C:25]([O:28][CH3:29])=[CH:24][C:23]=1B(O)O. (4) Given the product [Cl:1][C:2]1[CH:7]=[CH:6][C:5]([N:9]2[CH:13]=[CH:12][N:11]=[CH:10]2)=[CH:4][CH:3]=1, predict the reactants needed to synthesize it. The reactants are: [Cl:1][C:2]1[CH:7]=[CH:6][C:5](F)=[CH:4][CH:3]=1.[NH:9]1[CH:13]=[CH:12][N:11]=[CH:10]1.[H-].[Na+].O.